This data is from Merck oncology drug combination screen with 23,052 pairs across 39 cell lines. The task is: Regression. Given two drug SMILES strings and cell line genomic features, predict the synergy score measuring deviation from expected non-interaction effect. (1) Drug 1: NC(=O)c1cccc2cn(-c3ccc(C4CCCNC4)cc3)nc12. Drug 2: CCc1c2c(nc3ccc(O)cc13)-c1cc3c(c(=O)n1C2)COC(=O)C3(O)CC. Cell line: ZR751. Synergy scores: synergy=27.0. (2) Drug 1: CC1CC2C3CCC4=CC(=O)C=CC4(C)C3(F)C(O)CC2(C)C1(O)C(=O)CO. Drug 2: CCc1cnn2c(NCc3ccc[n+]([O-])c3)cc(N3CCCCC3CCO)nc12. Cell line: OV90. Synergy scores: synergy=-10.2. (3) Drug 1: CN(Cc1cnc2nc(N)nc(N)c2n1)c1ccc(C(=O)NC(CCC(=O)O)C(=O)O)cc1. Drug 2: NC(=O)c1cccc2cn(-c3ccc(C4CCCNC4)cc3)nc12. Cell line: SW620. Synergy scores: synergy=-11.4. (4) Drug 1: CN(C)C(=N)N=C(N)N. Drug 2: O=C(O)C1(Cc2cccc(Nc3nccs3)n2)CCC(Oc2cccc(Cl)c2F)CC1. Cell line: SW837. Synergy scores: synergy=1.76.